Dataset: Retrosynthesis with 50K atom-mapped reactions and 10 reaction types from USPTO. Task: Predict the reactants needed to synthesize the given product. (1) Given the product CC(C)[C@@H](NS(=O)(=O)c1ccc(F)cc1)C(=O)OC(C)(C)C, predict the reactants needed to synthesize it. The reactants are: C=C(C)C.CC(C)[C@@H](NS(=O)(=O)c1ccc(F)cc1)C(=O)O. (2) Given the product CC(C)(C)OC(=O)N1CC2CC2(c2c[nH]c3ncccc23)C1, predict the reactants needed to synthesize it. The reactants are: CC(C)(C)OC(=O)N1CC=C(c2c[nH]c3ncccc23)C1.ICI.